From a dataset of Full USPTO retrosynthesis dataset with 1.9M reactions from patents (1976-2016). Predict the reactants needed to synthesize the given product. (1) Given the product [C:1]([O:5][C:6](=[O:26])[NH:7][CH:8]([C:18]1[CH:23]=[CH:22][C:21]([Cl:24])=[C:20]([Cl:25])[CH:19]=1)[C:9]([C:11]1[CH:16]=[CH:15][C:14]([C:34]2[CH:33]=[CH:32][CH:31]=[C:30]([C:28](=[O:29])[NH2:27])[CH:35]=2)=[CH:13][CH:12]=1)=[O:10])([CH3:4])([CH3:3])[CH3:2], predict the reactants needed to synthesize it. The reactants are: [C:1]([O:5][C:6](=[O:26])[NH:7][CH:8]([C:18]1[CH:23]=[CH:22][C:21]([Cl:24])=[C:20]([Cl:25])[CH:19]=1)[C:9]([C:11]1[CH:16]=[CH:15][C:14](I)=[CH:13][CH:12]=1)=[O:10])([CH3:4])([CH3:3])[CH3:2].[NH2:27][C:28]([C:30]1[CH:31]=[C:32](B(O)O)[CH:33]=[CH:34][CH:35]=1)=[O:29]. (2) Given the product [Cl:11][C:12]1[N:21]=[C:20]([C:5]2[CH:6]=[CH:7][C:8]([CH3:9])=[C:3]([F:2])[CH:4]=2)[CH:19]=[CH:18][C:13]=1[C:14]([O:16][CH3:17])=[O:15], predict the reactants needed to synthesize it. The reactants are: [I-].[F:2][C:3]1[CH:4]=[C:5]([Zn+])[CH:6]=[CH:7][C:8]=1[CH3:9].[Cl:11][C:12]1[N:21]=[C:20](Cl)[CH:19]=[CH:18][C:13]=1[C:14]([O:16][CH3:17])=[O:15].O.C(OCC)(=O)C. (3) Given the product [O:13]=[C:14]([N:28]1[CH2:33][CH2:32][N:31]2[C:34]([C:37]([F:40])([F:39])[F:38])=[N:35][N:36]=[C:30]2[CH2:29]1)[CH2:15][CH:16]([NH2:27])[CH2:17][C:18]1[CH:23]=[C:22]([F:24])[C:21]([F:25])=[CH:20][C:19]=1[F:26], predict the reactants needed to synthesize it. The reactants are: C1COCC1.[BH4-].[Na+].CS(O)(=O)=O.[O:13]=[C:14]([N:28]1[CH2:33][CH2:32][N:31]2[C:34]([C:37]([F:40])([F:39])[F:38])=[N:35][N:36]=[C:30]2[CH2:29]1)[CH:15]=[C:16]([NH2:27])[CH2:17][C:18]1[CH:23]=[C:22]([F:24])[C:21]([F:25])=[CH:20][C:19]=1[F:26].